From a dataset of Forward reaction prediction with 1.9M reactions from USPTO patents (1976-2016). Predict the product of the given reaction. (1) Given the reactants [CH3:1][O:2][C:3]1[CH:49]=[CH:48][C:6]([CH2:7][N:8]([CH2:39][C:40]2[CH:45]=[CH:44][C:43]([O:46][CH3:47])=[CH:42][CH:41]=2)[C:9]2[N:14]=[CH:13][C:12]([C:15]3[C:16]4[CH2:29][CH2:28][N:27]([C:30]5[CH:38]=[CH:37][C:33]([C:34]([OH:36])=O)=[CH:32][CH:31]=5)[C:17]=4[N:18]=[C:19]([N:21]4[CH2:26][CH2:25][O:24][CH2:23][CH2:22]4)[N:20]=3)=[CH:11][N:10]=2)=[CH:5][CH:4]=1.[CH:50]([N:53]1[CH2:58][CH2:57][NH:56][CH2:55][CH2:54]1)([CH3:52])[CH3:51], predict the reaction product. The product is: [CH3:1][O:2][C:3]1[CH:49]=[CH:48][C:6]([CH2:7][N:8]([CH2:39][C:40]2[CH:41]=[CH:42][C:43]([O:46][CH3:47])=[CH:44][CH:45]=2)[C:9]2[N:14]=[CH:13][C:12]([C:15]3[C:16]4[CH2:29][CH2:28][N:27]([C:30]5[CH:38]=[CH:37][C:33]([C:34]([N:56]6[CH2:57][CH2:58][N:53]([CH:50]([CH3:52])[CH3:51])[CH2:54][CH2:55]6)=[O:36])=[CH:32][CH:31]=5)[C:17]=4[N:18]=[C:19]([N:21]4[CH2:26][CH2:25][O:24][CH2:23][CH2:22]4)[N:20]=3)=[CH:11][N:10]=2)=[CH:5][CH:4]=1. (2) Given the reactants [CH3:1][O:2][C:3](=[O:18])[C@@H:4]([NH:10][C:11]([O:13][C:14]([CH3:17])([CH3:16])[CH3:15])=[O:12])[CH2:5][CH2:6][N:7]=[N+]=[N-].[Br:19][C:20]1[CH:25]=[CH:24][C:23]([S:26](Cl)(=[O:28])=[O:27])=[CH:22][CH:21]=1.C(N(CC)CC)C.Cl, predict the reaction product. The product is: [C:14]([O:13][C:11]([NH:10][C@@H:4]([CH2:5][CH2:6][NH:7][S:26]([C:23]1[CH:24]=[CH:25][C:20]([Br:19])=[CH:21][CH:22]=1)(=[O:28])=[O:27])[C:3]([O:2][CH3:1])=[O:18])=[O:12])([CH3:17])([CH3:16])[CH3:15]. (3) The product is: [C:65]([C:62]1[CH:63]=[CH:64][C:59]([C:54]2[CH:53]=[C:52]([C:43]3[CH:44]=[CH:45][C:46]([C:48]([F:49])([F:50])[F:51])=[CH:47][C:42]=3[CH2:41][N:37]3[C@@H:36]([CH3:69])[C@@H:35]([C:27]4[CH:26]=[C:25]([C:24]([F:71])([F:70])[F:23])[CH:30]=[C:29]([C:31]([F:33])([F:34])[F:32])[CH:28]=4)[O:39][C:38]3=[O:40])[C:57]([Cl:58])=[CH:56][CH:55]=2)=[C:60]([CH3:68])[CH:61]=1)(=[O:67])[CH3:66]. Given the reactants CC(OI1(OC(C)=O)(OC(C)=O)OC(=O)C2C=CC=CC1=2)=O.[F:23][C:24]([F:71])([F:70])[C:25]1[CH:26]=[C:27]([C@H:35]2[O:39][C:38](=[O:40])[N:37]([CH2:41][C:42]3[CH:47]=[C:46]([C:48]([F:51])([F:50])[F:49])[CH:45]=[CH:44][C:43]=3[C:52]3[C:57]([Cl:58])=[CH:56][CH:55]=[C:54]([C:59]4[CH:64]=[CH:63][C:62]([CH:65]([OH:67])[CH3:66])=[CH:61][C:60]=4[CH3:68])[CH:53]=3)[C@H:36]2[CH3:69])[CH:28]=[C:29]([C:31]([F:34])([F:33])[F:32])[CH:30]=1.CCOC(C)=O.CCCCCC, predict the reaction product. (4) Given the reactants [Br:1][C:2]1[CH:3]=[CH:4][C:5]([OH:10])=[C:6]([CH:9]=1)[C:7]#[N:8].C(#N)C.[OH-].[K+].Cl[C:17]([F:27])([F:26])C(C1C=CC=CC=1)=O, predict the reaction product. The product is: [Br:1][C:2]1[CH:3]=[CH:4][C:5]([O:10][CH:17]([F:27])[F:26])=[C:6]([CH:9]=1)[C:7]#[N:8]. (5) Given the reactants COC1C=CC(C[NH:8][C:9]2[CH:14]=[CH:13][CH:12]=[C:11]([C:15]3[CH:20]=[CH:19][CH:18]=[CH:17][N:16]=3)[N:10]=2)=CC=1.ClCCl, predict the reaction product. The product is: [N:10]1[C:9]([NH2:8])=[CH:14][CH:13]=[CH:12][C:11]=1[C:15]1[CH:20]=[CH:19][CH:18]=[CH:17][N:16]=1. (6) Given the reactants [Cl:1][C:2]1[CH:7]=[CH:6][C:5]([C:8]2([OH:28])[C:16]3[C:11](=[CH:12][CH:13]=[CH:14][CH:15]=3)[C:10](=[O:17])[N:9]2[CH2:18][C:19]2[CH:24]=[CH:23][C:22]([N+:25]([O-:27])=[O:26])=[CH:21][CH:20]=2)=[CH:4][CH:3]=1.[OH:29][CH2:30][C:31]([CH3:35])([CH2:33]O)[CH3:32], predict the reaction product. The product is: [Cl:1][C:2]1[CH:7]=[CH:6][C:5]([C:8]2([O:28][CH2:32][C:31]([CH3:35])([CH3:33])[CH2:30][OH:29])[C:16]3[C:11](=[CH:12][CH:13]=[CH:14][CH:15]=3)[C:10](=[O:17])[N:9]2[CH2:18][C:19]2[CH:24]=[CH:23][C:22]([N+:25]([O-:27])=[O:26])=[CH:21][CH:20]=2)=[CH:4][CH:3]=1. (7) The product is: [C:3]([O:7][C:8](=[O:9])[NH:10][N:11]1[C:16](=[O:17])[CH2:15][CH2:14][CH2:13][CH:12]1[C:20]1[CH:25]=[CH:24][C:23]([F:26])=[CH:22][CH:21]=1)([CH3:6])([CH3:5])[CH3:4]. Given the reactants [OH-].[Na+].[C:3]([O:7][C:8]([NH:10][NH:11][CH:12]([C:20]1[CH:25]=[CH:24][C:23]([F:26])=[CH:22][CH:21]=1)[CH2:13][CH2:14][CH2:15][C:16](OC)=[O:17])=[O:9])([CH3:6])([CH3:5])[CH3:4].Cl, predict the reaction product.